Dataset: Full USPTO retrosynthesis dataset with 1.9M reactions from patents (1976-2016). Task: Predict the reactants needed to synthesize the given product. Given the product [CH3:17][O:16][C:13]1[N:12]=[N:11][C:10]([C:8]2[N:7]([C:18]3[CH:19]=[N:20][CH:21]=[CH:22][CH:23]=3)[N:6]=[C:5]([C:3]([OH:4])=[O:2])[CH:9]=2)=[CH:15][CH:14]=1, predict the reactants needed to synthesize it. The reactants are: C[O:2][C:3]([C:5]1[CH:9]=[C:8]([C:10]2[N:11]=[N:12][C:13]([O:16][CH3:17])=[CH:14][CH:15]=2)[N:7]([C:18]2[CH:19]=[N:20][CH:21]=[CH:22][CH:23]=2)[N:6]=1)=[O:4].O.[OH-].[Li+].Cl.